Dataset: Forward reaction prediction with 1.9M reactions from USPTO patents (1976-2016). Task: Predict the product of the given reaction. (1) Given the reactants [Cl:1][C:2]1[C:3]([O:11][CH2:12][CH:13]2[CH2:15][CH2:14]2)=[CH:4][C:5]([C:8]([OH:10])=O)=[N:6][CH:7]=1.[NH2:16][C@H:17]([CH:20]([CH3:22])[CH3:21])[CH2:18][OH:19], predict the reaction product. The product is: [OH:19][CH2:18][C@H:17]([NH:16][C:8]([C:5]1[CH:4]=[C:3]([O:11][CH2:12][CH:13]2[CH2:15][CH2:14]2)[C:2]([Cl:1])=[CH:7][N:6]=1)=[O:10])[CH:20]([CH3:22])[CH3:21]. (2) Given the reactants [Br:1][C:2]1[CH:3]=[C:4]2[C:9](=[CH:10][CH:11]=1)[CH:8]=[C:7](C(O)=O)[CH:6]=[CH:5]2.[C:15]([OH:19])([CH3:18])([CH3:17])[CH3:16].C1(P([N:34]=[N+]=[N-])(C2C=CC=CC=2)=O)C=CC=CC=1.[C:37]([O-:40])(O)=O.[Na+], predict the reaction product. The product is: [C:15]([O:19][C:37](=[O:40])[NH:34][C:7]1[CH:6]=[CH:5][C:4]2[C:9](=[CH:10][CH:11]=[C:2]([Br:1])[CH:3]=2)[CH:8]=1)([CH3:18])([CH3:17])[CH3:16]. (3) Given the reactants [I:1][C:2]1[CH:3]=[C:4]([C:12]2[N:16]=[C:15]([C:17]3[O:18][C:19]4[CH:25]=[C:24]([O:26][CH3:27])[CH:23]=[CH:22][C:20]=4[CH:21]=3)[O:14][N:13]=2)[CH:5]=[CH:6][C:7]=1[O:8]C(C)C.ClC1C=C(C2ON=C(C3C=CC(OC(C)C)=C(I)C=3)N=2)C=CC=1OCCC, predict the reaction product. The product is: [I:1][C:2]1[CH:3]=[C:4]([C:12]2[N:16]=[C:15]([C:17]3[O:18][C:19]4[CH:25]=[C:24]([O:26][CH3:27])[CH:23]=[CH:22][C:20]=4[CH:21]=3)[O:14][N:13]=2)[CH:5]=[CH:6][C:7]=1[OH:8]. (4) Given the reactants [CH3:1][C:2]1[N:3]([C:8]2[CH:9]=[C:10]3[C:15](=[CH:16][CH:17]=2)[CH2:14][N:13](C(=O)C(F)(F)F)[CH2:12][CH2:11]3)[C:4]([CH3:7])=[CH:5][CH:6]=1.O.C(=O)([O-])[O-].[K+].[K+], predict the reaction product. The product is: [CH3:1][C:2]1[N:3]([C:8]2[CH:9]=[C:10]3[C:15](=[CH:16][CH:17]=2)[CH2:14][NH:13][CH2:12][CH2:11]3)[C:4]([CH3:7])=[CH:5][CH:6]=1. (5) Given the reactants [NH:1]1[C:9]2[C:4](=[CH:5][CH:6]=[CH:7][CH:8]=2)[C:3]([CH:10]=O)=[CH:2]1.C1(P(C2C=CC=CC=2)(C2C=CC=CC=2)=[CH:19][C:20](=[O:22])[CH3:21])C=CC=CC=1, predict the reaction product. The product is: [NH:1]1[C:9]2[C:4](=[CH:5][CH:6]=[CH:7][CH:8]=2)[C:3]([CH:10]=[CH:19][C:20](=[O:22])[CH3:21])=[CH:2]1. (6) Given the reactants [CH3:1][O:2][C:3]1[CH:12]=[C:11]([O:13][CH3:14])[CH:10]=[C:9]2[C:4]=1[C:5](=[O:31])[NH:6][C:7]([C:15]1[CH:20]=[CH:19][C:18]([O:21][CH3:22])=[CH:17][C:16]=1[S:23][CH:24]1[CH2:29][CH2:28][N:27]([CH3:30])[CH2:26][CH2:25]1)=[N:8]2.[OH2:32], predict the reaction product. The product is: [CH3:1][O:2][C:3]1[CH:12]=[C:11]([O:13][CH3:14])[CH:10]=[C:9]2[C:4]=1[C:5](=[O:31])[NH:6][C:7]([C:15]1[CH:20]=[CH:19][C:18]([O:21][CH3:22])=[CH:17][C:16]=1[S:23]([CH:24]1[CH2:25][CH2:26][N:27]([CH3:30])[CH2:28][CH2:29]1)=[O:32])=[N:8]2. (7) Given the reactants [CH2:1]([O:8][C:9]1[C:10]([C:16]#[N:17])=[N:11][C:12](Br)=[CH:13][CH:14]=1)[C:2]1[CH:7]=[CH:6][CH:5]=[CH:4][CH:3]=1.[NH:18]1[CH:22]=[C:21]([C:23]([O:25][CH2:26][CH3:27])=[O:24])[CH:20]=[N:19]1.C(=O)([O-])[O-].[K+].[K+].CN[C@@H]1CCCC[C@H]1NC, predict the reaction product. The product is: [CH2:1]([O:8][C:9]1[CH:14]=[CH:13][C:12]([N:18]2[CH:22]=[C:21]([C:23]([O:25][CH2:26][CH3:27])=[O:24])[CH:20]=[N:19]2)=[N:11][C:10]=1[C:16]#[N:17])[C:2]1[CH:7]=[CH:6][CH:5]=[CH:4][CH:3]=1. (8) Given the reactants C[O:2][C:3]([C:5]1[CH:6]=[N:7][C:8]([C:11]2[CH:16]=[CH:15][CH:14]=[CH:13][CH:12]=2)=[N:9][CH:10]=1)=[O:4].[Li+].[OH-].C1COCC1.Cl, predict the reaction product. The product is: [C:11]1([C:8]2[N:9]=[CH:10][C:5]([C:3]([OH:4])=[O:2])=[CH:6][N:7]=2)[CH:12]=[CH:13][CH:14]=[CH:15][CH:16]=1. (9) Given the reactants CS(O[CH2:6][CH:7]1[C:15]2[C:10](=[CH:11][CH:12]=[CH:13][CH:14]=2)[CH:9]([CH2:16]OS(C)(=O)=O)[O:8]1)(=O)=O.[NH4+:22].[OH-].Cl, predict the reaction product. The product is: [CH:9]12[O:8][CH:7]([CH2:6][NH:22][CH2:16]1)[C:15]1[C:10]2=[CH:11][CH:12]=[CH:13][CH:14]=1.